From a dataset of Catalyst prediction with 721,799 reactions and 888 catalyst types from USPTO. Predict which catalyst facilitates the given reaction. (1) Reactant: CO[C:3]([C:5]1[N:6]=[C:7]([C:24]2[CH:25]=[N:26][CH:27]=[C:28]([F:30])[CH:29]=2)[C:8]2[C:9](=[O:23])[N:10]([CH2:16][C:17]3[CH:22]=[CH:21][CH:20]=[CH:19][CH:18]=3)[CH:11]=[CH:12][C:13]=2[C:14]=1[OH:15])=[O:4].OC(C(F)(F)F)=O.[NH2:38][CH2:39][C:40]([CH3:45])([CH3:44])[C:41]([OH:43])=[O:42].C[O-].[Na+]. Product: [CH2:16]([N:10]1[C:9](=[O:23])[C:8]2[C:7]([C:24]3[CH:25]=[N:26][CH:27]=[C:28]([F:30])[CH:29]=3)=[N:6][C:5]([C:3]([NH:38][CH2:39][C:40]([CH3:45])([CH3:44])[C:41]([OH:43])=[O:42])=[O:4])=[C:14]([OH:15])[C:13]=2[CH:12]=[CH:11]1)[C:17]1[CH:22]=[CH:21][CH:20]=[CH:19][CH:18]=1. The catalyst class is: 14. (2) The catalyst class is: 15. Product: [C:34]([NH:1][CH2:2][C:3]([N:5]([C:7]1[CH:12]=[CH:11][C:10]([NH:13]/[C:14](=[C:21]2\[C:22](=[O:33])[NH:23][C:24]3[C:29]\2=[CH:28][C:27]([N+:30]([O-:32])=[O:31])=[CH:26][CH:25]=3)/[C:15]2[CH:16]=[CH:17][CH:18]=[CH:19][CH:20]=2)=[CH:9][CH:8]=1)[CH3:6])=[O:4])(=[O:36])[CH3:35]. Reactant: [NH2:1][CH2:2][C:3]([N:5]([C:7]1[CH:12]=[CH:11][C:10]([NH:13]/[C:14](=[C:21]2\[C:22](=[O:33])[NH:23][C:24]3[C:29]\2=[CH:28][C:27]([N+:30]([O-:32])=[O:31])=[CH:26][CH:25]=3)/[C:15]2[CH:20]=[CH:19][CH:18]=[CH:17][CH:16]=2)=[CH:9][CH:8]=1)[CH3:6])=[O:4].[C:34](OC(=O)C)(=[O:36])[CH3:35]. (3) Reactant: CN1CCCC1=O.O.[C:9]([O:13][C:14]([NH:16][C@H:17]([C:22]([OH:24])=[O:23])[CH2:18][CH:19]([CH3:21])[CH3:20])=[O:15])([CH3:12])([CH3:11])[CH3:10].C(N1C=CN=C1)(N1C=CN=C1)=O.[NH2:37][C:38](=[N:68]O)[C:39]1[CH:67]=[CH:66][C:42]([O:43][CH2:44][CH2:45][CH2:46][CH:47]2[CH2:52][CH2:51][N:50]([CH2:53][CH2:54][CH2:55][O:56][C:57]3[CH:65]=[CH:64][C:60]([C:61]([NH2:63])=[O:62])=[CH:59][CH:58]=3)[CH2:49][CH2:48]2)=[CH:41][CH:40]=1. Product: [NH2:68][C:38](=[N:37][O:23][C:22](=[O:24])[C@@H:17]([NH:16][C:14]([O:13][C:9]([CH3:11])([CH3:10])[CH3:12])=[O:15])[CH2:18][CH:19]([CH3:20])[CH3:21])[C:39]1[CH:67]=[CH:66][C:42]([O:43][CH2:44][CH2:45][CH2:46][CH:47]2[CH2:52][CH2:51][N:50]([CH2:53][CH2:54][CH2:55][O:56][C:57]3[CH:58]=[CH:59][C:60]([C:61]([NH2:63])=[O:62])=[CH:64][CH:65]=3)[CH2:49][CH2:48]2)=[CH:41][CH:40]=1. The catalyst class is: 69. (4) Reactant: [NH2:1][C:2]1[NH:6][C:5]2[CH:7]=[CH:8][C:9]([O:11][C:12]3[CH:17]=[CH:16][C:15]([NH:18][C:19]([NH:21][C:22]4[CH:27]=[C:26]([C:28]([F:31])([F:30])[F:29])[CH:25]=[CH:24][C:23]=4[F:32])=[O:20])=[CH:14][CH:13]=3)=[CH:10][C:4]=2[N:3]=1.[CH3:33][S:34](Cl)(=[O:36])=[O:35].C([O-])([O-])=O.[K+].[K+].O. Product: [F:32][C:23]1[CH:24]=[CH:25][C:26]([C:28]([F:31])([F:29])[F:30])=[CH:27][C:22]=1[NH:21][C:19]([NH:18][C:15]1[CH:14]=[CH:13][C:12]([O:11][C:9]2[CH:8]=[CH:7][C:5]3[NH:6][C:2]([NH:1][S:34]([CH3:33])(=[O:36])=[O:35])=[N:3][C:4]=3[CH:10]=2)=[CH:17][CH:16]=1)=[O:20]. The catalyst class is: 858. (5) Reactant: [CH3:1][C:2]1[CH:7]=[CH:6][CH:5]=[CH:4][C:3]=1[C:8](=O)[CH3:9].Cl.[Br:12][C:13]1[CH:18]=[CH:17][C:16]([NH:19][NH2:20])=[CH:15][CH:14]=1.CC([O-])=O.[K+]. Product: [Br:12][C:13]1[CH:18]=[CH:17][C:16]([NH:19]/[N:20]=[C:8](\[C:3]2[CH:4]=[CH:5][CH:6]=[CH:7][C:2]=2[CH3:1])/[CH3:9])=[CH:15][CH:14]=1. The catalyst class is: 14.